From a dataset of Full USPTO retrosynthesis dataset with 1.9M reactions from patents (1976-2016). Predict the reactants needed to synthesize the given product. Given the product [CH:1]1[C:9]2[C:8]3[CH:10]=[CH:11][CH:12]=[CH:13][C:7]=3[O:6][C:5]=2[C:4]([C:14]2[CH:15]=[C:16]3[C:24](=[CH:25][CH:26]=2)[N:23]([C:39]2[N:44]=[C:43]([C:45]4[CH:50]=[CH:49][CH:48]=[CH:47][CH:46]=4)[N:42]=[C:41]([C:51]4[CH:52]=[CH:53][CH:54]=[CH:55][CH:56]=4)[N:40]=2)[C:22]2[CH:21]=[C:20]4[C:27]([CH3:35])([CH3:34])[C:28]5[C:33]([C:19]4=[CH:18][C:17]3=2)=[CH:32][CH:31]=[CH:30][CH:29]=5)=[CH:3][CH:2]=1, predict the reactants needed to synthesize it. The reactants are: [CH:1]1[C:9]2[C:8]3[CH:10]=[CH:11][CH:12]=[CH:13][C:7]=3[O:6][C:5]=2[C:4]([C:14]2[CH:15]=[C:16]3[C:24](=[CH:25][CH:26]=2)[NH:23][C:22]2[CH:21]=[C:20]4[C:27]([CH3:35])([CH3:34])[C:28]5[C:33]([C:19]4=[CH:18][C:17]3=2)=[CH:32][CH:31]=[CH:30][CH:29]=5)=[CH:3][CH:2]=1.[H-].[Na+].Cl[C:39]1[N:44]=[C:43]([C:45]2[CH:50]=[CH:49][CH:48]=[CH:47][CH:46]=2)[N:42]=[C:41]([C:51]2[CH:56]=[CH:55][CH:54]=[CH:53][CH:52]=2)[N:40]=1.